Task: Binary Classification. Given a miRNA mature sequence and a target amino acid sequence, predict their likelihood of interaction.. Dataset: Experimentally validated miRNA-target interactions with 360,000+ pairs, plus equal number of negative samples (1) The miRNA is hsa-miR-4438 with sequence CACAGGCUUAGAAAAGACAGU. The protein sequence of the target gene is MAEVKVKVQPPDADPVEIENRIIELCHQFPHGITDQVIQNEMPHIEAQQRAVAINRLLSMGQLDLLRSNTGLLYRIKDSQNAGKMKGSDNQEKLVYQIIEDAGNKGIWSRDIRYKSNLPLTEINKILKNLESKKLIKAVKSVAASKKKVYMLYNLQPDRSVTGGAWYSDQDFESEFVEVLNQQCFKFLQSKAETARESKQNPMIQRNSSFASSHEVWKYICELGISKVELSMEDIETILNTLIYDGKVEMTIIAAKEGTVGSVDGHMKLYRAVNPIIPPTGLVRAPCGLCPVFDDCHEGG.... Result: 1 (interaction). (2) The miRNA is hsa-miR-888-5p with sequence UACUCAAAAAGCUGUCAGUCA. The protein sequence of the target gene is MATTAELFEEPFVADEYIERLVWRTPGGGSRGGPEAFDPKRLLEEFVNHIQELQIMDERIQRKVEKLEQQCQKEAKEFAKKVQELQKSNQVAFQHFQELDEHISYVATKVCHLGDQLEGVNTPRQRAVEAQKLMKYFNEFLDGELKSDVFTNSEKIKEAADIIQKLHLIAQELPFDRFSEVKSKIASKYHDLECQLIQEFTSAQRRGEISRMREVAAVLLHFKGYSHCVDVYIKQCQEGAYLRNDIFEDAGILCQRVNKQVGDIFSNPETVLAKLIQNVFEIKLQSFVKEQLEECRKSDA.... Result: 1 (interaction). (3) The miRNA is hsa-miR-19b-3p with sequence UGUGCAAAUCCAUGCAAAACUGA. The protein sequence of the target gene is MAGNVKKSSGAGGGSGSGGSGSGGLIGLMKDAFQPHHHHHHHLSPHPPGTVDKKMVEKCWKLMDKVVRLCQNPKLALKNSPPYILDLLPDTYQHLRTILSRYEGKMETLGENEYFRVFMENLMKKTKQTISLFKEGKERMYEENSQPRRNLTKLSLIFSHMLAELKGIFPSGLFQGDTFRITKADAAEFWRKAFGEKTIVPWKSFRQALHEVHPISSGLEAMALKSTIDLTCNDYISVFEFDIFTRLFQPWSSLLRNWNSLAVTHPGYMAFLTYDEVKARLQKFIHKPGSYIFRLSCTRL.... Result: 0 (no interaction). (4) The miRNA is hsa-miR-374b-5p with sequence AUAUAAUACAACCUGCUAAGUG. The protein sequence of the target gene is MAFWCQRDSYAREFTTTVVSCCPAELQTEGSNGKKEVLSGFQVVLEDTVLFPEGGGQPDDRGTINDISVLRVTRRGEQADHFTQTPLDPGSQVLVRVDWERRFDHMQQHSGQHLITAVADHLFKLKTTSWELGRFRSAIELDTPSMTAEQVAAIEQSVNEKIRDRLPVNVRELSLDDPEVEQVSGRGLPDDHAGPIRVVNIEGVDSNMCCGTHVSNLSDLQVIKILGTEKGKKNRTNLIFLSGNRVLKWMERSHGTEKALTALLKCGAEDHVEAVKKLQNSTKILQKNNLNLLRDLAVHI.... Result: 0 (no interaction). (5) The miRNA is hsa-let-7b-5p with sequence UGAGGUAGUAGGUUGUGUGGUU. The protein sequence of the target gene is MEEKYLPELMAEKDSLDPSFTHALRLVNQEIEKFQKGEGKDEEKYIDVVINKNMKLGQKVLIPVKQFPKFNFVGKLLGPRGNSLKRLQEETLTKMSILGKGSMRDKAKEEELRKSGEAKYFHLNDDLHVLIEVFAPPAEAYARMGHALEEIKKFLIPDYNDEIRQAQLQELTYLNGGSENADVPVVRGKPTLRTRGVPAPAITRGRGGVTARPVGVVVPRGTPTPRGVLSTRGPVSRGRGLLTPRARGVPPTGYRPPPPPPTQETYGEYDYDDGYGTAYDEQSYDSYDNSYSTPAQSGAD.... Result: 0 (no interaction). (6) The miRNA is mmu-miR-421-3p with sequence AUCAACAGACAUUAAUUGGGCGC. The protein sequence of the target gene is MASSSGNDDDLTIPRAAINKMIKETLPNVRVANDARELVVNCCTEFIHLISSEANEICNKSEKKTISPEHVIQALESLGFGSYISEVKEVLQECKTVALKRRKASSRLENLGIPEEELLRQQQELFAKARQQQAELAQQEWLQMQQAAQQAQLAAASASASTQAGSSQDEEDDDDI. Result: 0 (no interaction). (7) The miRNA is hsa-miR-152-3p with sequence UCAGUGCAUGACAGAACUUGG. The protein sequence of the target gene is MPSPAPPTELLPWERAVVLLSCALSALGSGLLVATHALWPDLRSRARRLLLFLSLADLLSAASYFYGVLQDFAGTSWDCVLQGALSTFANTSSFFWTVAIALYLYLSIVRTTRGPSTDHLIWAFHLISWGVPLAITVAAVSLKKIGYDASDVSVGWCWINLEAEDRVLWMLLTGKLWEMLAYILLPLLYLLVRKHINRAHQALSEYRPICEGRQLQRGSSTSTADKKLVLIPLIFICLRVWSTVRFVLTLCGSPAVQTPVLVVLHGIGNTFQGGANCIMFVLCTRAVRTRLFSLCCCCPR.... Result: 0 (no interaction). (8) The miRNA is hsa-miR-511-3p with sequence AAUGUGUAGCAAAAGACAGA. The protein sequence of the target gene is MKTLLLLLLVLLELGEAQGSLHRVPLRRHPSLKKKLRARSQLSEFWKSHNLDMIQFTESCSMDQSAKEPLINYLDMEYFGTISIGSPPQNFTVIFDTGSSNLWVPSVYCTSPACKTHSRFQPSQSSTYSQPGQSFSIQYGTGSLSGIIGADQVSVEGLTVVGQQFGESVTEPGQTFVDAEFDGILGLGYPSLAVGGVTPVFDNMMAQNLVDLPMFSVYMSSNPEGGAGSELIFGGYDHSHFSGSLNWVPVTKQAYWQIALDNIQVGGTVMFCSEGCQAIVDTGTSLITGPSDKIKQLQNA.... Result: 1 (interaction). (9) The miRNA is hsa-miR-3925-5p with sequence AAGAGAACUGAAAGUGGAGCCU. The protein sequence of the target gene is MATKDPTAVERANLLNMAKLSIKGLIESALSFGRTLDSDYPPLQQFFVVMEHCLKHGLKVRKSFLSYNKTIWGPLELVEKLYPEAEEIGASVRDLPGLKTPLGRARAWLRLALMQKKMADYLRCLIIQRDLLSEFYEYHALMMEEEGAVIVGLLVGLNVIDANLCVKGEDLDSQVGVIDFSMYLKNEEDIGNKERNVQIAAILDQKNYVEELNRQLNSTVSSLHSRVDSLEKSNTKLIEELAIAKNNIIKLQEENHQLRSENKLILMKTQQHLEVTKVDVETELQTYKHSRQGLDEMYNE.... Result: 1 (interaction).